Dataset: Reaction yield outcomes from USPTO patents with 853,638 reactions. Task: Predict the reaction yield, written as a fraction of the theoretical maximum amount of product (1.0 means a 100% yield; for example, 0.34 means a 34% yield). The reactants are C([Si](C)(C)[O:6][CH2:7][CH2:8][NH:9][C:10]1[N:17]=[C:16]([O:18][C:19]2[CH:24]=[CH:23][C:22]([B:25]3[O:29]C(C)(C)[C:27](C)(C)[O:26]3)=[C:21](C=O)[CH:20]=2)[CH:15]=[CH:14][C:11]=1[C:12]#[N:13])(C)(C)C.[BH4-].[Na+].Cl. The catalyst is CO. The product is [OH:29][B:25]1[C:22]2[CH:21]=[CH:20][C:19]([O:18][C:16]3[CH:15]=[CH:14][C:11]([C:12]#[N:13])=[C:10]([NH:9][CH2:8][CH2:7][OH:6])[N:17]=3)=[CH:24][C:23]=2[CH2:27][O:26]1. The yield is 0.130.